From a dataset of Full USPTO retrosynthesis dataset with 1.9M reactions from patents (1976-2016). Predict the reactants needed to synthesize the given product. (1) Given the product [O:2]1[C:6]2=[CH:7][CH:8]=[CH:9][C:10]([S:16]([Cl:1])(=[O:18])=[O:17])=[C:5]2[CH2:4][CH2:3]1, predict the reactants needed to synthesize it. The reactants are: [ClH:1].[O:2]1[C:6]2=[CH:7][CH:8]=[CH:9][C:10](N)=[C:5]2[CH2:4][CH2:3]1.N([O-])=O.[Na+].[S:16](=[O:18])=[O:17]. (2) Given the product [NH2:2][CH2:4][C:5]([OH:13])([C:9]([F:12])([F:11])[F:10])[C:6]([OH:8])=[O:7], predict the reactants needed to synthesize it. The reactants are: [OH-].[NH4+:2].Br[CH2:4][C:5]([OH:13])([C:9]([F:12])([F:11])[F:10])[C:6]([OH:8])=[O:7]. (3) Given the product [O:31]=[C:32]1[CH:36]([CH2:37][N:25]2[CH:26]=[C:22]([C:9]3[N:10]([CH2:14][O:15][CH2:16][CH2:17][Si:18]([CH3:20])([CH3:21])[CH3:19])[C:11]4[C:12](=[O:13])[N:4]([CH2:1][CH2:2][CH3:3])[C:5](=[O:30])[N:6]([CH2:27][CH2:28][CH3:29])[C:7]=4[N:8]=3)[CH:23]=[N:24]2)[CH2:35][CH2:34][N:33]1[C:43]1[CH:48]=[CH:47][CH:46]=[C:45]([C:49]([F:51])([F:50])[F:52])[CH:44]=1, predict the reactants needed to synthesize it. The reactants are: [CH2:1]([N:4]1[C:12](=[O:13])[C:11]2[N:10]([CH2:14][O:15][CH2:16][CH2:17][Si:18]([CH3:21])([CH3:20])[CH3:19])[C:9]([C:22]3[CH:23]=[N:24][NH:25][CH:26]=3)=[N:8][C:7]=2[N:6]([CH2:27][CH2:28][CH3:29])[C:5]1=[O:30])[CH2:2][CH3:3].[O:31]=[C:32]1[CH:36]([CH2:37]OS(C)(=O)=O)[CH2:35][CH2:34][N:33]1[C:43]1[CH:48]=[CH:47][CH:46]=[C:45]([C:49]([F:52])([F:51])[F:50])[CH:44]=1.C([O-])([O-])=O.[K+].[K+].CN(C=O)C. (4) Given the product [CH2:7]([N:25]1[C:22]2[C:23](=[O:24])[N:18]([CH3:17])[N:19]=[CH:20][C:21]=2[N:27]=[C:26]1[N:28]1[CH2:33][CH2:32][N:31]([C:34]([O:36][C:37]([CH3:40])([CH3:39])[CH3:38])=[O:35])[CH2:30][CH2:29]1)[C:8]#[C:9][CH3:10], predict the reactants needed to synthesize it. The reactants are: C(=O)([O-])[O-].[K+].[K+].[CH2:7](Br)[C:8]#[C:9][CH3:10].CN(C)C=O.[CH3:17][N:18]1[C:23](=[O:24])[C:22]2[NH:25][C:26]([N:28]3[CH2:33][CH2:32][N:31]([C:34]([O:36][C:37]([CH3:40])([CH3:39])[CH3:38])=[O:35])[CH2:30][CH2:29]3)=[N:27][C:21]=2[CH:20]=[N:19]1. (5) Given the product [CH3:24][N:25]1[CH:29]=[C:28]([C:2]2[CH:7]=[CH:6][N:5]=[C:4]3[N:8]([S:15]([C:18]4[CH:23]=[CH:22][CH:21]=[CH:20][CH:19]=4)(=[O:17])=[O:16])[C:9]([Si:11]([CH3:14])([CH3:13])[CH3:12])=[CH:10][C:3]=23)[C:27]([C:39]2[CH:40]=[CH:41][C:42]([N+:45]([O-:47])=[O:46])=[CH:43][CH:44]=2)=[N:26]1, predict the reactants needed to synthesize it. The reactants are: Br[C:2]1[CH:7]=[CH:6][N:5]=[C:4]2[N:8]([S:15]([C:18]3[CH:23]=[CH:22][CH:21]=[CH:20][CH:19]=3)(=[O:17])=[O:16])[C:9]([Si:11]([CH3:14])([CH3:13])[CH3:12])=[CH:10][C:3]=12.[CH3:24][N:25]1[CH:29]=[C:28](B2OC(C)(C)C(C)(C)O2)[C:27]([C:39]2[CH:44]=[CH:43][C:42]([N+:45]([O-:47])=[O:46])=[CH:41][CH:40]=2)=[N:26]1.N#N. (6) Given the product [CH2:1]([O:3][C:4](=[O:20])[C:5]([O:8][C:9]1[CH:14]=[CH:13][C:12]([CH:15]([NH:18][C:30]([C:29]2[C:24]([CH:21]3[CH2:23][CH2:22]3)=[N:25][C:26]([C:33]3[CH:38]=[CH:37][CH:36]=[C:35]([C:39]([F:41])([F:42])[F:40])[CH:34]=3)=[N:27][CH:28]=2)=[O:31])[CH2:16][CH3:17])=[CH:11][C:10]=1[CH3:19])([CH3:6])[CH3:7])[CH3:2], predict the reactants needed to synthesize it. The reactants are: [CH2:1]([O:3][C:4](=[O:20])[C:5]([O:8][C:9]1[CH:14]=[CH:13][C:12]([CH:15]([NH2:18])[CH2:16][CH3:17])=[CH:11][C:10]=1[CH3:19])([CH3:7])[CH3:6])[CH3:2].[CH:21]1([C:24]2[C:29]([C:30](O)=[O:31])=[CH:28][N:27]=[C:26]([C:33]3[CH:38]=[CH:37][CH:36]=[C:35]([C:39]([F:42])([F:41])[F:40])[CH:34]=3)[N:25]=2)[CH2:23][CH2:22]1. (7) Given the product [CH3:33][C:23]1[CH:24]=[C:25]2[N:30]([C:22]=1[C:9]1[CH:14]=[CH:13][CH:12]=[CH:11][C:10]=1[NH:15][S:16]([CH3:19])(=[O:17])=[O:18])[N:29]=[C:28]([S:31][CH3:32])[N:27]=[CH:26]2, predict the reactants needed to synthesize it. The reactants are: CC1(C)C(C)(C)OB([C:9]2[CH:14]=[CH:13][CH:12]=[CH:11][C:10]=2[NH:15][S:16]([CH3:19])(=[O:18])=[O:17])O1.Br[C:22]1[N:30]2[C:25]([CH:26]=[N:27][C:28]([S:31][CH3:32])=[N:29]2)=[CH:24][C:23]=1[CH3:33].